This data is from Full USPTO retrosynthesis dataset with 1.9M reactions from patents (1976-2016). The task is: Predict the reactants needed to synthesize the given product. Given the product [CH:7]([C:9]1[CH:10]=[CH:11][C:12]2[S:16][CH:15]=[C:14]([CH2:17][CH2:18][NH:19][C:20]([CH:22]3[CH2:27][CH2:26][CH2:25][CH2:24][CH2:23]3)=[O:21])[C:13]=2[CH:28]=1)=[O:2], predict the reactants needed to synthesize it. The reactants are: I([O-])(=O)(=O)=[O:2].[Na+].[CH:7]([C:9]1[CH:10]=[CH:11][C:12]2[S:16][CH:15]=[C:14]([CH2:17][CH2:18][NH:19][C:20]([CH:22]3[CH2:27][CH2:26][CH2:25][CH2:24][CH2:23]3)=[O:21])[C:13]=2[CH:28]=1)=C.